This data is from Forward reaction prediction with 1.9M reactions from USPTO patents (1976-2016). The task is: Predict the product of the given reaction. (1) Given the reactants [NH2:1][C:2]1[C:3]([CH3:22])=[C:4]([CH:19]=[CH:20][CH:21]=1)[O:5][CH2:6][C@@H:7]1[CH2:11][CH2:10][CH2:9][N:8]1[C:12]([O:14][C:15]([CH3:18])([CH3:17])[CH3:16])=[O:13].C([O-])(=O)C.[K+].C(OC(=O)C)(=O)C.C(O[N:41]=O)CC(C)C, predict the reaction product. The product is: [NH:1]1[C:2]2[C:3](=[C:4]([O:5][CH2:6][C@@H:7]3[CH2:11][CH2:10][CH2:9][N:8]3[C:12]([O:14][C:15]([CH3:18])([CH3:17])[CH3:16])=[O:13])[CH:19]=[CH:20][CH:21]=2)[CH:22]=[N:41]1. (2) Given the reactants [NH2:1][C@@H:2]([CH2:8][CH2:9][CH2:10][NH:11][C:12]([NH:14][S:15]([C:18]1[C:19]([CH3:32])=[C:20]2[C:25](=[C:26]([CH3:29])[C:27]=1[CH3:28])[O:24][C:23]([CH3:31])([CH3:30])[CH2:22][CH2:21]2)(=[O:17])=[O:16])=[NH:13])[CH2:3][C:4]([O:6][CH3:7])=[O:5].[C:33]1([CH:39]([C:50]2[CH:55]=[CH:54][CH:53]=[CH:52][CH:51]=2)[N:40]2[CH:45]=[CH:44][CH:43]=[C:42]([C:46](O)=[O:47])[C:41]2=[O:49])[CH:38]=[CH:37][CH:36]=[CH:35][CH:34]=1.C(N(C(C)C)CC)(C)C.CN(C(ON1N=NC2C=CC=CC1=2)=[N+](C)C)C.F[P-](F)(F)(F)(F)F, predict the reaction product. The product is: [C:50]1([CH:39]([C:33]2[CH:34]=[CH:35][CH:36]=[CH:37][CH:38]=2)[N:40]2[CH:45]=[CH:44][CH:43]=[C:42]([C:46]([NH:1][C@@H:2]([CH2:8][CH2:9][CH2:10][NH:11][C:12]([NH:14][S:15]([C:18]3[C:19]([CH3:32])=[C:20]4[C:25](=[C:26]([CH3:29])[C:27]=3[CH3:28])[O:24][C:23]([CH3:30])([CH3:31])[CH2:22][CH2:21]4)(=[O:17])=[O:16])=[NH:13])[CH2:3][C:4]([O:6][CH3:7])=[O:5])=[O:47])[C:41]2=[O:49])[CH:51]=[CH:52][CH:53]=[CH:54][CH:55]=1. (3) Given the reactants [CH2:1]([O:4][CH:5]1[CH2:10][CH2:9][CH2:8][CH2:7][O:6]1)[C:2]#[CH:3].[Li]CCCC.[CH2:16]1[CH2:38][O:37][C:18]2([CH2:35][CH2:34][C:33]3[C:32]4[C@H:23]([C@H:24]5[C@@:28]([CH2:30][CH:31]=4)([CH3:29])[C:27](=[O:36])[CH2:26][CH2:25]5)[CH2:22][CH2:21][C:20]=3[CH2:19]2)[O:17]1, predict the reaction product. The product is: [CH2:38]1[CH2:16][O:17][C:18]2([CH2:35][CH2:34][C:33]3[C:32]4[C@H:23]([C@H:24]5[C@@:28]([CH2:30][CH:31]=4)([CH3:29])[C@:27]([OH:36])([C:3]#[C:2][CH2:1][O:4][CH:5]4[CH2:10][CH2:9][CH2:8][CH2:7][O:6]4)[CH2:26][CH2:25]5)[CH2:22][CH2:21][C:20]=3[CH2:19]2)[O:37]1. (4) Given the reactants [CH2:1]([O:5][C:6]1[C:7]([CH:11]2[CH:16]3[CH2:17][CH2:18][N:13]([CH2:14][CH2:15]3)[CH2:12]2)=[N:8][NH:9][CH:10]=1)[CH2:2][CH2:3][CH3:4].[CH2:19](O)CCCC.IC1C(C2C3CCN(CC3)C2)=NN(COCC[Si](C)(C)C)C=1.CCO, predict the reaction product. The product is: [CH2:1]([O:5][C:6]1[C:7]([CH:11]2[CH:16]3[CH2:17][CH2:18][N:13]([CH2:14][CH2:15]3)[CH2:12]2)=[N:8][NH:9][CH:10]=1)[CH2:2][CH2:3][CH2:4][CH3:19].